From a dataset of Full USPTO retrosynthesis dataset with 1.9M reactions from patents (1976-2016). Predict the reactants needed to synthesize the given product. (1) Given the product [Cl:1][C:2]1[S:6][C:5]([C:7]2[N:12]=[C:11]([NH:13][C:14]3[CH:19]=[CH:18][C:17]([CH2:20][C:21]([NH:26][OH:27])=[NH:22])=[CH:16][CH:15]=3)[C:10]([CH2:23][CH3:24])=[C:9]([CH3:25])[N:8]=2)=[CH:4][CH:3]=1, predict the reactants needed to synthesize it. The reactants are: [Cl:1][C:2]1[S:6][C:5]([C:7]2[N:12]=[C:11]([NH:13][C:14]3[CH:19]=[CH:18][C:17]([CH2:20][C:21]#[N:22])=[CH:16][CH:15]=3)[C:10]([CH2:23][CH3:24])=[C:9]([CH3:25])[N:8]=2)=[CH:4][CH:3]=1.[NH2:26][OH:27].Cl.C([O-])([O-])=O.[K+].[K+].CCO. (2) Given the product [Cl:4][C:5]1[CH:6]=[C:7]([CH:18]=[CH:19][CH:20]=1)[O:8][C:9]1([C:13]([OH:15])=[O:14])[CH2:12][CH2:11][CH2:10]1, predict the reactants needed to synthesize it. The reactants are: O.[OH-].[Li+].[Cl:4][C:5]1[CH:6]=[C:7]([CH:18]=[CH:19][CH:20]=1)[O:8][C:9]1([C:13]([O:15]CC)=[O:14])[CH2:12][CH2:11][CH2:10]1. (3) Given the product [N+:12]([C:7]1[CH:8]=[CH:9][CH:10]=[CH:11][C:6]=1[CH2:5][OH:4])([O-:14])=[O:13], predict the reactants needed to synthesize it. The reactants are: C([O:4][CH2:5][C:6]1[CH:11]=[CH:10][CH:9]=[CH:8][C:7]=1[N+:12]([O-:14])=[O:13])(=O)C.[OH-].[K+].Cl. (4) Given the product [Br:13][C:14]1[CH:21]=[CH:20][C:17]([CH:18]([C:2]2[CH:3]=[N:4][CH:5]=[CH:6][CH:7]=2)[OH:19])=[CH:16][CH:15]=1, predict the reactants needed to synthesize it. The reactants are: Br[C:2]1[CH:3]=[N:4][CH:5]=[CH:6][CH:7]=1.C([Li])CCC.[Br:13][C:14]1[CH:21]=[CH:20][C:17]([CH:18]=[O:19])=[CH:16][CH:15]=1. (5) Given the product [F:24][C:21]1[CH:22]=[CH:23][C:18]([C:5]2([C:11]3[CH:16]=[CH:15][C:14]([F:17])=[CH:13][CH:12]=3)[CH2:4][CH2:3][CH2:1][NH:2][C:6]2=[O:8])=[CH:19][CH:20]=1, predict the reactants needed to synthesize it. The reactants are: [C:1]([CH2:3][CH2:4][C:5]([C:18]1[CH:23]=[CH:22][C:21]([F:24])=[CH:20][CH:19]=1)([C:11]1[CH:16]=[CH:15][C:14]([F:17])=[CH:13][CH:12]=1)[C:6]([O:8]CC)=O)#[N:2]. (6) Given the product [NH2:7][C:6]1[C:2]([Br:1])=[C:3]([C:11]([O:13][CH2:14][CH3:15])=[O:12])[S:4][C:5]=1[Br:10], predict the reactants needed to synthesize it. The reactants are: [Br:1][C:2]1[C:6]([N+:7]([O-])=O)=[C:5]([Br:10])[S:4][C:3]=1[C:11]([O:13][CH2:14][CH3:15])=[O:12].C(=O)(O)[O-].[Na+].C(OCC)(=O)C.